This data is from Catalyst prediction with 721,799 reactions and 888 catalyst types from USPTO. The task is: Predict which catalyst facilitates the given reaction. (1) Reactant: C([O:9][C:10]1[CH:19]=[CH:18][C:13]([C:14]([O:16]C)=[O:15])=[CH:12][C:11]=1[C:20](=[O:27])[NH:21][O:22][C:23]([CH3:26])([CH3:25])[CH3:24])(=O)C1C=CC=CC=1.[OH-].[Na+]. Product: [C:23]([O:22][NH:21][C:20]([C:11]1[CH:12]=[C:13]([CH:18]=[CH:19][C:10]=1[OH:9])[C:14]([OH:16])=[O:15])=[O:27])([CH3:26])([CH3:24])[CH3:25]. The catalyst class is: 21. (2) Reactant: [C:1]([O:5][C:6]([N:8]1[CH2:12][C@H:11]([F:13])[CH2:10][C@H:9]1[CH2:14]OS(C)(=O)=O)=[O:7])([CH3:4])([CH3:3])[CH3:2].[N-:20]=[N+:21]=[N-:22].[Na+]. Product: [C:1]([O:5][C:6]([N:8]1[CH2:12][C@H:11]([F:13])[CH2:10][C@H:9]1[CH2:14][N:20]=[N+:21]=[N-:22])=[O:7])([CH3:4])([CH3:3])[CH3:2]. The catalyst class is: 18.